From a dataset of Peptide-MHC class I binding affinity with 185,985 pairs from IEDB/IMGT. Regression. Given a peptide amino acid sequence and an MHC pseudo amino acid sequence, predict their binding affinity value. This is MHC class I binding data. (1) The peptide sequence is RNWAHSSL. The MHC is HLA-B08:01 with pseudo-sequence HLA-B08:01. The binding affinity (normalized) is 0. (2) The peptide sequence is GPCRTCMTTA. The MHC is Patr-A0301 with pseudo-sequence Patr-A0301. The binding affinity (normalized) is 0. (3) The binding affinity (normalized) is 0.359. The MHC is HLA-A02:01 with pseudo-sequence HLA-A02:01. The peptide sequence is SALANWKIL. (4) The peptide sequence is LLACAGLAY. The MHC is HLA-A68:01 with pseudo-sequence HLA-A68:01. The binding affinity (normalized) is 0.277. (5) The peptide sequence is IMYDHLPGF. The MHC is HLA-B57:01 with pseudo-sequence HLA-B57:01. The binding affinity (normalized) is 0.0847.